Dataset: Catalyst prediction with 721,799 reactions and 888 catalyst types from USPTO. Task: Predict which catalyst facilitates the given reaction. (1) Reactant: O.[OH-].[Na+].[Cl:4][C:5]1[CH:6]=[C:7]2[C:11](=[CH:12][CH:13]=1)[NH:10][C:9](=[O:14])[C:8]2([CH2:24][C:25]([O:27]C)=[O:26])[C:15]1[C:16]([O:21][CH2:22][CH3:23])=[N:17][CH:18]=[CH:19][CH:20]=1.Cl. Product: [Cl:4][C:5]1[CH:6]=[C:7]2[C:11](=[CH:12][CH:13]=1)[NH:10][C:9](=[O:14])[C:8]2([CH2:24][C:25]([OH:27])=[O:26])[C:15]1[C:16]([O:21][CH2:22][CH3:23])=[N:17][CH:18]=[CH:19][CH:20]=1. The catalyst class is: 8. (2) Reactant: [NH:1]1[CH2:6][CH2:5][CH:4]([N:7]2[C:16](=[O:17])[O:15][CH2:14][C@@H:13]3[C@@H:8]2[CH2:9][CH2:10][CH2:11][CH2:12]3)[CH2:3][CH2:2]1.O=[C:19]1[CH2:24][CH2:23][N:22]([C:25]([O:27][CH2:28][CH3:29])=[O:26])[CH2:21][CH2:20]1.[BH3-]C#N.[Na+]. Product: [O:17]=[C:16]1[N:7]([CH:4]2[CH2:5][CH2:6][N:1]([CH:19]3[CH2:24][CH2:23][N:22]([C:25]([O:27][CH2:28][CH3:29])=[O:26])[CH2:21][CH2:20]3)[CH2:2][CH2:3]2)[C@@H:8]2[C@H:13]([CH2:12][CH2:11][CH2:10][CH2:9]2)[CH2:14][O:15]1. The catalyst class is: 5. (3) Reactant: C([Mg]Cl)(C)C.[Si:6]([O:13][CH2:14][C@@H:15]([N:17]1[C:21]2[N:22]=[CH:23][N:24]=[CH:25][C:20]=2[C:19](I)=[CH:18]1)[CH3:16])([C:9]([CH3:12])([CH3:11])[CH3:10])([CH3:8])[CH3:7].[C:27]1([C:33](=[N:40][C:41]2[CH:42]=[N:43][CH:44]=[C:45]([CH:52]=2)[C:46](N(OC)C)=[O:47])[C:34]2[CH:39]=[CH:38][CH:37]=[CH:36][CH:35]=2)[CH:32]=[CH:31][CH:30]=[CH:29][CH:28]=1. Product: [Si:6]([O:13][CH2:14][C@@H:15]([N:17]1[C:21]2[N:22]=[CH:23][N:24]=[CH:25][C:20]=2[C:19]([C:46]([C:45]2[CH:44]=[N:43][CH:42]=[C:41]([N:40]=[C:33]([C:34]3[CH:39]=[CH:38][CH:37]=[CH:36][CH:35]=3)[C:27]3[CH:32]=[CH:31][CH:30]=[CH:29][CH:28]=3)[CH:52]=2)=[O:47])=[CH:18]1)[CH3:16])([C:9]([CH3:12])([CH3:11])[CH3:10])([CH3:8])[CH3:7]. The catalyst class is: 1. (4) Reactant: [NH2:1][C:2]1[C:3]([OH:12])=[CH:4][C:5]2[C:10]([CH:11]=1)=[CH:9][CH:8]=[CH:7][CH:6]=2.Cl[C:14]1[C:22]([N+:23]([O-:25])=[O:24])=[CH:21][C:20]([N+:26]([O-:28])=[O:27])=[CH:19][C:15]=1[C:16]([OH:18])=[O:17].C([O-])(=O)C.[Na+].[OH-].[Na+]. Product: [OH:12][C:3]1[C:2]([NH:1][C:19]2[C:20]([N+:26]([O-:28])=[O:27])=[CH:21][C:22]([N+:23]([O-:25])=[O:24])=[CH:14][C:15]=2[C:16]([OH:18])=[O:17])=[CH:11][C:10]2[C:5]([CH:4]=1)=[CH:6][CH:7]=[CH:8][CH:9]=2. The catalyst class is: 6. (5) The catalyst class is: 49. Product: [NH:29]1[CH:33]=[C:32](/[CH:34]=[CH:11]/[C:12]([NH:14][C:15]2[CH:20]=[CH:19][CH:18]=[CH:17][C:16]=2[NH:21][C:22](=[O:28])[O:23][C:24]([CH3:25])([CH3:26])[CH3:27])=[O:13])[CH:31]=[N:30]1. Reactant: [H-].[Na+].C(OP([CH2:11][C:12]([NH:14][C:15]1[CH:20]=[CH:19][CH:18]=[CH:17][C:16]=1[NH:21][C:22](=[O:28])[O:23][C:24]([CH3:27])([CH3:26])[CH3:25])=[O:13])(OCC)=O)C.[NH:29]1[CH:33]=[C:32]([CH:34]=O)[CH:31]=[N:30]1. (6) Reactant: C([O:8][C:9]1[CH:14]=[CH:13][C:12]([C:15]2[N:16]=[CH:17][N:18]([C:20]([N:22]([CH:24]3[CH2:29][CH2:28][N:27]([C:30]4[CH:35]=[CH:34][C:33]([O:36][CH3:37])=[CH:32][CH:31]=4)[CH2:26][CH2:25]3)[CH3:23])=[O:21])[CH:19]=2)=[CH:11][CH:10]=1)C1C=CC=CC=1.Br. Product: [OH:8][C:9]1[CH:10]=[CH:11][C:12]([C:15]2[N:16]=[CH:17][N:18]([C:20]([N:22]([CH:24]3[CH2:25][CH2:26][N:27]([C:30]4[CH:31]=[CH:32][C:33]([O:36][CH3:37])=[CH:34][CH:35]=4)[CH2:28][CH2:29]3)[CH3:23])=[O:21])[CH:19]=2)=[CH:13][CH:14]=1. The catalyst class is: 4.